Dataset: Full USPTO retrosynthesis dataset with 1.9M reactions from patents (1976-2016). Task: Predict the reactants needed to synthesize the given product. (1) Given the product [C:13]([O:16][C@@H:17]1[O:34][C@H:33]([CH2:35][O:36][C:42]2[CH:41]=[CH:40][CH:39]=[C:38]([Br:37])[CH:43]=2)[C@@H:28]([O:29][C:30](=[O:32])[CH3:31])[C@H:23]([O:24][C:25](=[O:27])[CH3:26])[C@H:18]1[O:19][C:20](=[O:22])[CH3:21])(=[O:15])[CH3:14], predict the reactants needed to synthesize it. The reactants are: CCOC(/N=N/C(OCC)=O)=O.[C:13]([O:16][C@@H:17]1[O:34][C@H:33]([CH2:35][OH:36])[C@@H:28]([O:29][C:30](=[O:32])[CH3:31])[C@H:23]([O:24][C:25](=[O:27])[CH3:26])[C@H:18]1[O:19][C:20](=[O:22])[CH3:21])(=[O:15])[CH3:14].[Br:37][C:38]1[CH:39]=[C:40](O)[CH:41]=[CH:42][CH:43]=1.C1(P(C2C=CC=CC=2)C2C=CC=CC=2)C=CC=CC=1. (2) Given the product [CH2:11]([O:10][Si:9]([CH2:8][CH2:7][CH2:6][S:1][S:1][CH2:6][CH2:7][CH2:8][Si:9]([O:16][CH2:17][CH3:18])([O:10][CH2:11][CH3:12])[O:13][CH2:14][CH3:15])([O:16][CH2:17][CH3:18])[O:13][CH2:14][CH3:15])[CH3:12], predict the reactants needed to synthesize it. The reactants are: [S-2:1].[Na+].[Na+].[S].Cl[CH2:6][CH2:7][CH2:8][Si:9]([O:16][CH2:17][CH3:18])([O:13][CH2:14][CH3:15])[O:10][CH2:11][CH3:12]. (3) Given the product [Cl:14][C:15]1[CH:16]=[C:17]([CH:21]=[CH:22][N:23]=1)[C:18]([NH:13][C:8]1[CH:9]=[N:10][CH:11]=[CH:12][C:7]=1[C:1]1[CH:2]=[CH:3][CH:4]=[CH:5][CH:6]=1)=[O:19], predict the reactants needed to synthesize it. The reactants are: [C:1]1([C:7]2[CH:12]=[CH:11][N:10]=[CH:9][C:8]=2[NH2:13])[CH:6]=[CH:5][CH:4]=[CH:3][CH:2]=1.[Cl:14][C:15]1[CH:16]=[C:17]([CH:21]=[CH:22][N:23]=1)[C:18](O)=[O:19].CCN(C(C)C)C(C)C.C(P1(=O)OP(CCC)(=O)OP(CCC)(=O)O1)CC. (4) The reactants are: C[O:2][C:3]([C:5]1[CH:10]=[CH:9][N:8]=[CH:7][N:6]=1)=[O:4].BrC1C(C(O)=S)=NC(C)=NC=1. Given the product [N:8]1[CH:9]=[CH:10][C:5]([C:3]([OH:4])=[O:2])=[N:6][CH:7]=1, predict the reactants needed to synthesize it. (5) The reactants are: [Si:1]([O:8][CH:9]1[CH:14]([OH:15])[CH2:13][CH:12]([C:16]2[CH:21]=[CH:20][N:19]=[CH:18][C:17]=2[N+:22]([O-:24])=[O:23])[O:11][CH:10]1[CH3:25])([C:4]([CH3:7])([CH3:6])[CH3:5])([CH3:3])[CH3:2].[CH3:26][C:27](OC(C)=O)=[O:28]. Given the product [C:27]([O:15][CH:14]1[CH2:13][CH:12]([C:16]2[CH:21]=[CH:20][N:19]=[CH:18][C:17]=2[N+:22]([O-:24])=[O:23])[O:11][CH:10]([CH3:25])[CH:9]1[O:8][Si:1]([C:4]([CH3:7])([CH3:5])[CH3:6])([CH3:3])[CH3:2])(=[O:28])[CH3:26], predict the reactants needed to synthesize it. (6) Given the product [CH3:14][O:13][C:7]1[CH:8]=[C:9]([O:11][CH3:12])[CH:10]=[C:2]2[C:3]=1[C:4](=[O:5])[NH:6][C:15]([C:17]1[CH:18]=[CH:19][C:20]([N:23]3[CH2:27][CH2:26][CH:25]([N:28]([CH3:32])[C:29](=[O:31])[CH3:30])[CH2:24]3)=[CH:21][CH:22]=1)=[N:1]2, predict the reactants needed to synthesize it. The reactants are: [NH2:1][C:2]1[CH:10]=[C:9]([O:11][CH3:12])[CH:8]=[C:7]([O:13][CH3:14])[C:3]=1[C:4]([NH2:6])=[O:5].[CH:15]([C:17]1[CH:22]=[CH:21][C:20]([N:23]2[CH2:27][CH2:26][CH:25]([N:28]([CH3:32])[C:29](=[O:31])[CH3:30])[CH2:24]2)=[CH:19][CH:18]=1)=O.OS([O-])=O.[Na+].CC1C=CC(S(O)(=O)=O)=CC=1. (7) Given the product [NH:10]1[CH:6]2[CH:1]([CH2:2][CH2:3][CH2:4][CH2:5]2)[C:7](=[O:13])[CH2:8][CH2:9]1, predict the reactants needed to synthesize it. The reactants are: [C:1]1([C:7](=[O:13])[CH2:8][CH2:9][N:10](C)C)[CH2:6][CH2:5][CH2:4][CH2:3][CH:2]=1.[NH4+].[OH-]. (8) The reactants are: [N:1]1[C:10]2[C:5](=[CH:6][CH:7]=[CH:8][C:9]=2[OH:11])[CH:4]=[CH:3][C:2]=1[OH:12].C(=O)([O-])[O-].[K+].[K+].[CH2:19](Br)[C:20]1[CH:25]=[CH:24][CH:23]=[CH:22][CH:21]=1.O. Given the product [CH2:19]([O:11][C:9]1[CH:8]=[CH:7][CH:6]=[C:5]2[C:10]=1[N:1]=[C:2]([OH:12])[CH:3]=[CH:4]2)[C:20]1[CH:25]=[CH:24][CH:23]=[CH:22][CH:21]=1, predict the reactants needed to synthesize it.